This data is from Catalyst prediction with 721,799 reactions and 888 catalyst types from USPTO. The task is: Predict which catalyst facilitates the given reaction. (1) Reactant: [Cl:1][C:2]1[CH:3]=[C:4]2[C:8](=[CH:9][CH:10]=1)[NH:7][C:6]([C:11]([O:13][CH2:14][CH3:15])=[O:12])=[CH:5]2.[Br:16][CH2:17][CH2:18][CH2:19]Br.C(=O)([O-])[O-].[K+].[K+]. Product: [Br:16][CH2:17][CH2:18][CH2:19][N:7]1[C:8]2[C:4](=[CH:3][C:2]([Cl:1])=[CH:10][CH:9]=2)[CH:5]=[C:6]1[C:11]([O:13][CH2:14][CH3:15])=[O:12]. The catalyst class is: 21. (2) Reactant: [C-]#[N:2].[Na+].S(=O)(=O)(O)O.[C-]#N.[Na+].C[C:13]([OH:15])=O.[CH3:16][C:17](O)([CH3:25])[CH2:18][C:19]1[CH:24]=[CH:23][CH:22]=[CH:21][CH:20]=1.C([O-])([O-])=O.[Na+].[Na+]. Product: [CH3:16][C:17]([NH:2][CH:13]=[O:15])([CH3:25])[CH2:18][C:19]1[CH:24]=[CH:23][CH:22]=[CH:21][CH:20]=1. The catalyst class is: 15. (3) Reactant: [Si:1]([O:8][CH2:9][C:10]1[CH:11]=[C:12]([NH:16][C:17](=[O:23])[O:18][C:19]([CH3:22])([CH3:21])[CH3:20])[CH:13]=[CH:14][CH:15]=1)([C:4]([CH3:7])([CH3:6])[CH3:5])([CH3:3])[CH3:2].[H-].[Na+].CN(C=O)C.I[CH2:32][CH2:33][CH3:34]. Product: [Si:1]([O:8][CH2:9][C:10]1[CH:11]=[C:12]([N:16]([CH2:32][CH2:33][CH3:34])[C:17](=[O:23])[O:18][C:19]([CH3:22])([CH3:21])[CH3:20])[CH:13]=[CH:14][CH:15]=1)([C:4]([CH3:7])([CH3:6])[CH3:5])([CH3:3])[CH3:2]. The catalyst class is: 28. (4) Reactant: S(Cl)([Cl:3])=O.[CH3:5][O:6][C:7](=[O:18])[C:8]1[CH:13]=[C:12]([N+:14]([O-:16])=[O:15])[CH:11]=[N:10][C:9]=1O. Product: [CH3:5][O:6][C:7](=[O:18])[C:8]1[CH:13]=[C:12]([N+:14]([O-:16])=[O:15])[CH:11]=[N:10][C:9]=1[Cl:3]. The catalyst class is: 3. (5) Reactant: [CH3:1][C:2]1([CH:8]=[O:9])[CH2:7][CH2:6][O:5][CH2:4][CH2:3]1.[F-].C([N+](CCCC)(CCCC)CCCC)CCC.[F:28][C:29]([Si](C)(C)C)([F:31])[F:30]. Product: [F:28][C:29]([F:31])([F:30])[CH:8]([C:2]1([CH3:1])[CH2:7][CH2:6][O:5][CH2:4][CH2:3]1)[OH:9]. The catalyst class is: 7. (6) Reactant: [CH3:1][C:2]1[C:6]([B:7]2[O:11][C:10]([CH3:13])([CH3:12])[C:9]([CH3:15])([CH3:14])[O:8]2)=[C:5]([CH3:16])[NH:4][N:3]=1.[H-].[Na+].[F:19][C:20]1[CH:27]=[CH:26][C:23]([CH2:24]Br)=[CH:22][CH:21]=1.O. Product: [F:19][C:20]1[CH:27]=[CH:26][C:23]([CH2:24][N:3]2[C:2]([CH3:1])=[C:6]([B:7]3[O:11][C:10]([CH3:12])([CH3:13])[C:9]([CH3:15])([CH3:14])[O:8]3)[C:5]([CH3:16])=[N:4]2)=[CH:22][CH:21]=1. The catalyst class is: 3. (7) Product: [Br:18][C:19]1[CH:24]=[CH:23][C:22]([Cl:25])=[CH:21][C:20]=1[C:2]1[CH:7]=[CH:6][N:5]([CH:8]([CH3:16])[C:9]([O:11][C:12]([CH3:15])([CH3:14])[CH3:13])=[O:10])[C:4](=[O:17])[CH:3]=1. Reactant: Br[C:2]1[CH:7]=[CH:6][N:5]([CH:8]([CH3:16])[C:9]([O:11][C:12]([CH3:15])([CH3:14])[CH3:13])=[O:10])[C:4](=[O:17])[CH:3]=1.[Br:18][C:19]1[CH:24]=[CH:23][C:22]([Cl:25])=[CH:21][C:20]=1B(O)O. The catalyst class is: 73. (8) Product: [NH2:29][C:15]1[CH:16]=[CH:17][C:18]([O:20][CH2:21][CH2:22][N:23]2[CH2:24][CH2:25][CH2:26][CH2:27][CH2:28]2)=[CH:19][C:14]=1[NH:13][C@@H:10]1[CH2:9][CH2:8][C@H:7]([C:5]([NH:4][CH:1]([CH3:3])[CH3:2])=[O:6])[CH2:12][CH2:11]1. The catalyst class is: 284. Reactant: [CH:1]([NH:4][C:5]([C@H:7]1[CH2:12][CH2:11][C@@H:10]([NH:13][C:14]2[CH:19]=[C:18]([O:20][CH2:21][CH2:22][N:23]3[CH2:28][CH2:27][CH2:26][CH2:25][CH2:24]3)[CH:17]=[CH:16][C:15]=2[N+:29]([O-])=O)[CH2:9][CH2:8]1)=[O:6])([CH3:3])[CH3:2].CC(O)=O. (9) Reactant: [CH3:1][O:2][C:3]1[CH:8]=[CH:7][C:6]([C:9]2[CH:18](O)[C:17]3[C:12](=[C:13]([CH3:21])[C:14]([OH:20])=[CH:15][CH:16]=3)[O:11][C:10]=2[CH3:22])=[CH:5][CH:4]=1.O.[NH2:24][NH2:25]. The catalyst class is: 14. Product: [CH3:1][O:2][C:3]1[CH:8]=[CH:7][C:6]([C:9]2[C:18]([C:17]3[CH:16]=[CH:15][C:14]([OH:20])=[C:13]([CH3:21])[C:12]=3[OH:11])=[N:24][NH:25][C:10]=2[CH3:22])=[CH:5][CH:4]=1.